From a dataset of Reaction yield outcomes from USPTO patents with 853,638 reactions. Predict the reaction yield, written as a fraction of the theoretical maximum amount of product (1.0 means a 100% yield; for example, 0.34 means a 34% yield). (1) The reactants are [CH3:1][C:2]1[CH:31]=[CH:30][C:5]([C:6]([NH:8][C:9]2[C:22]3[C:21](=[O:23])[C:20]4[C:15](=[CH:16][CH:17]=[CH:18][CH:19]=4)[C:14](=[O:24])[C:13]=3[CH:12]=[CH:11][C:10]=2[NH:25][C:26](=[O:29])[CH2:27]Cl)=[O:7])=[CH:4][CH:3]=1.CCN(C(C)C)C(C)C.[CH3:41][N:42]1[CH2:47][CH2:46][NH:45][CH2:44][CH2:43]1.C(OCC)(=O)C. The catalyst is O1CCCC1.CCO.CCCCCC. The product is [CH3:1][C:2]1[CH:31]=[CH:30][C:5]([C:6]([NH:8][C:9]2[C:22]3[C:21](=[O:23])[C:20]4[C:15](=[CH:16][CH:17]=[CH:18][CH:19]=4)[C:14](=[O:24])[C:13]=3[CH:12]=[CH:11][C:10]=2[NH:25][C:26](=[O:29])[CH2:27][N:45]2[CH2:46][CH2:47][N:42]([CH3:41])[CH2:43][CH2:44]2)=[O:7])=[CH:4][CH:3]=1. The yield is 0.550. (2) The reactants are C([O:8][C@@H:9]1[C@@H:14]([O:15]CC2C=CC=CC=2)[C@H:13]([O:23]CC2C=CC=CC=2)[C@@H:12]([CH2:31][O:32]CC2C=CC=CC=2)[O:11][C@H:10]1[C:40]1[CH:45]=[C:44]([CH2:46][C:47]2[CH:52]=[CH:51][C:50](/[CH:53]=[CH:54]/[CH2:55][C:56]([NH:58][C:59]([CH3:63])([CH3:62])[CH2:60][OH:61])=[O:57])=[CH:49][CH:48]=2)[C:43]([CH3:64])=[CH:42][C:41]=1[O:65]CC1C=CC=CC=1)C1C=CC=CC=1. The catalyst is [Pd].CO. The product is [OH:65][C:41]1[CH:42]=[C:43]([CH3:64])[C:44]([CH2:46][C:47]2[CH:48]=[CH:49][C:50]([CH2:53][CH2:54][CH2:55][C:56]([NH:58][C:59]([CH3:63])([CH3:62])[CH2:60][OH:61])=[O:57])=[CH:51][CH:52]=2)=[CH:45][C:40]=1[C@@H:10]1[O:11][C@H:12]([CH2:31][OH:32])[C@@H:13]([OH:23])[C@H:14]([OH:15])[C@H:9]1[OH:8]. The yield is 0.900. (3) The reactants are [Br:1][C:2]1[CH:3]=[C:4]([NH:13][CH:14]2[CH2:19][CH2:18][O:17][CH2:16][CH2:15]2)[C:5]([CH3:12])=[C:6]([CH:11]=1)[C:7]([O:9][CH3:10])=[O:8].[BH4-].[Na+].[OH-].[Na+].Cl.[F:25][CH:26]([F:30])[C:27](O)=O. No catalyst specified. The product is [Br:1][C:2]1[CH:3]=[C:4]([N:13]([CH2:27][CH:26]([F:30])[F:25])[CH:14]2[CH2:19][CH2:18][O:17][CH2:16][CH2:15]2)[C:5]([CH3:12])=[C:6]([CH:11]=1)[C:7]([O:9][CH3:10])=[O:8]. The yield is 0.960. (4) The reactants are [CH3:1][O:2][C:3]([C:5]1[CH:13]=[C:12]2[C:8]([CH:9]=[CH:10][N:11]2[CH2:14][CH3:15])=[CH:7][CH:6]=1)=[O:4].O=P(Cl)(Cl)Cl.[OH-].[Na+].CN([CH:26]=[O:27])C. No catalyst specified. The product is [CH3:1][O:2][C:3]([C:5]1[CH:13]=[C:12]2[C:8]([C:9]([CH:26]=[O:27])=[CH:10][N:11]2[CH2:14][CH3:15])=[CH:7][CH:6]=1)=[O:4]. The yield is 0.960. (5) The reactants are [CH3:1][O:2][C:3]1[CH:4]=[C:5]2[C:10](=[CH:11][C:12]=1[O:13][CH3:14])[N:9]=[CH:8][N:7]=[C:6]2[O:15][C:16]1[CH:17]=[C:18]([CH:20]=[CH:21][CH:22]=1)[NH2:19].[F:23][C:24]([F:45])([F:44])[C:25]([C:28]1[CH:32]=[C:31]([NH:33][C:34](=O)[O:35]C2C=CC(Cl)=CC=2)[O:30][N:29]=1)([CH3:27])[CH3:26]. The catalyst is C1COCC1.CN(C)C1C=CN=CC=1. The product is [CH3:1][O:2][C:3]1[CH:4]=[C:5]2[C:10](=[CH:11][C:12]=1[O:13][CH3:14])[N:9]=[CH:8][N:7]=[C:6]2[O:15][C:16]1[CH:17]=[C:18]([NH:19][C:34]([NH:33][C:31]2[O:30][N:29]=[C:28]([C:25]([CH3:27])([CH3:26])[C:24]([F:45])([F:44])[F:23])[CH:32]=2)=[O:35])[CH:20]=[CH:21][CH:22]=1. The yield is 0.510. (6) The reactants are C(O[C:4](=O)[C:5]([C:10]1[CH:28]=[CH:27][C:13]2[N:14]=[C:15]([NH:18][C:19]3[C:24]([Cl:25])=[CH:23][CH:22]=[CH:21][C:20]=3[Cl:26])[N:16]([CH3:17])[C:12]=2[C:11]=1[C:29]#[N:30])(C)[C:6](=O)[CH3:7])C.O.S(=O)(=O)(O)[OH:34]. The catalyst is C(O)(=O)C. The product is [Cl:25][C:24]1[CH:23]=[CH:22][CH:21]=[C:20]([Cl:26])[C:19]=1[NH:18][C:15]1[N:16]([CH3:17])[C:12]2[C:11]3[C:29](=[O:34])[NH:30][C:6]([CH3:7])=[C:5]([CH3:4])[C:10]=3[CH:28]=[CH:27][C:13]=2[N:14]=1. The yield is 0.460. (7) The reactants are C1C2C(=CC=CC=2)C=CC=1.[B:20]1([B:20]2[O:24][C:23]([CH3:26])([CH3:25])[C:22]([CH3:28])([CH3:27])[O:21]2)[O:24][C:23]([CH3:26])([CH3:25])[C:22]([CH3:28])([CH3:27])[O:21]1.[CH3:29][C:30]1([CH3:56])[C:34]([CH3:36])([CH3:35])[O:33][B:32]([C:37]2[CH:46]=[CH:45][C:44]3[C:39](=[CH:40][CH:41]=[C:42](B4OC(C)(C)C(C)(C)O4)[CH:43]=3)[CH:38]=2)[O:31]1. The catalyst is C1CCCCC1. The product is [CH3:35][C:34]1([CH3:36])[C:30]([CH3:29])([CH3:56])[O:31][B:32]([C:37]2[CH:46]=[CH:45][C:44]3[C:39](=[CH:40][C:41]([B:20]4[O:21][C:22]([CH3:27])([CH3:28])[C:23]([CH3:25])([CH3:26])[O:24]4)=[CH:42][CH:43]=3)[CH:38]=2)[O:33]1. The yield is 0.950. (8) The reactants are Br[C:2]1[CH:10]=[C:9]([NH2:11])[CH:8]=[C:7]2[C:3]=1[CH:4]=[CH:5][NH:6]2.[B:12]1([B:12]2[O:16][C:15]([CH3:18])([CH3:17])[C:14]([CH3:20])([CH3:19])[O:13]2)[O:16][C:15]([CH3:18])([CH3:17])[C:14]([CH3:20])([CH3:19])[O:13]1.C([O-])(=O)C.[K+].C(=O)(O)[O-].[Na+]. The catalyst is C(O)(C)(C)C.O.C1(P(C2C=CC=CC=2)[C-]2C=CC=C2)C=CC=CC=1.[C-]1(P(C2C=CC=CC=2)C2C=CC=CC=2)C=CC=C1.[Fe+2]. The product is [CH3:19][C:14]1([CH3:20])[C:15]([CH3:18])([CH3:17])[O:16][B:12]([C:2]2[CH:10]=[C:9]([NH2:11])[CH:8]=[C:7]3[C:3]=2[CH:4]=[CH:5][NH:6]3)[O:13]1. The yield is 0.300. (9) The reactants are Br[CH2:2][CH2:3][CH2:4][N:5]1[C:9](=[O:10])[C:8]2=[CH:11][CH:12]=[CH:13][CH:14]=[C:7]2[C:6]1=[O:15].[CH3:16][N:17]1[CH2:22][CH2:21][NH:20][CH2:19][CH2:18]1. The catalyst is C1(C)C(C)=CC=CC=1. The product is [CH3:16][N:17]1[CH2:22][CH2:21][N:20]([CH2:2][CH2:3][CH2:4][N:5]2[C:9](=[O:10])[C:8]3=[CH:11][CH:12]=[CH:13][CH:14]=[C:7]3[C:6]2=[O:15])[CH2:19][CH2:18]1. The yield is 0.720.